Dataset: Catalyst prediction with 721,799 reactions and 888 catalyst types from USPTO. Task: Predict which catalyst facilitates the given reaction. (1) Reactant: [CH2:1]([O:3][N:4]1[C:9]([CH3:11])([CH3:10])[CH2:8][C:7](=[O:12])[CH2:6][C:5]1([CH3:14])[CH3:13])[CH3:2].[C:15](#[N:17])[CH3:16].C([Li])CCC. Product: [CH2:1]([O:3][N:4]1[C:5]([CH3:13])([CH3:14])[CH2:6][C:7]([CH2:16][C:15]#[N:17])([OH:12])[CH2:8][C:9]1([CH3:11])[CH3:10])[CH3:2]. The catalyst class is: 1. (2) Reactant: C1CN([P+](ON2N=NC3C=CC=CC2=3)(N2CCCC2)N2CCCC2)CC1.F[P-](F)(F)(F)(F)F.[NH2:34][C:35]1[CH:36]=[C:37]2[C:44]3([CH2:49][CH2:48][S:47][C:46]([NH:50][C:51](=[O:57])[O:52][C:53]([CH3:56])([CH3:55])[CH3:54])=[N:45]3)[CH2:43][CH2:42][O:41][C:38]2=[CH:39][CH:40]=1.C(N(CC)C(C)C)(C)C.[C:67]([C:69]1[CH:70]=[CH:71][C:72]([C:75](O)=[O:76])=[N:73][CH:74]=1)#[N:68].C(=O)(O)[O-].[Na+]. Product: [C:67]([C:69]1[CH:70]=[CH:71][C:72]([C:75]([NH:34][C:35]2[CH:36]=[C:37]3[C:44]4([CH2:49][CH2:48][S:47][C:46]([NH:50][C:51](=[O:57])[O:52][C:53]([CH3:54])([CH3:56])[CH3:55])=[N:45]4)[CH2:43][CH2:42][O:41][C:38]3=[CH:39][CH:40]=2)=[O:76])=[N:73][CH:74]=1)#[N:68]. The catalyst class is: 4.